The task is: Predict the reactants needed to synthesize the given product.. This data is from Full USPTO retrosynthesis dataset with 1.9M reactions from patents (1976-2016). (1) Given the product [C:1]([O:5][C:6](=[O:7])[NH:8][C:9]([CH3:17])([CH2:13][CH:14]([CH3:15])[CH3:16])[CH2:10][OH:11])([CH3:4])([CH3:3])[CH3:2], predict the reactants needed to synthesize it. The reactants are: [C:1]([O:5][C:6]([NH:8][C:9]([CH3:17])([CH2:13][CH:14]([CH3:16])[CH3:15])[C:10](O)=[O:11])=[O:7])([CH3:4])([CH3:3])[CH3:2].CN1CCOCC1.ClC(OCC(C)C)=O.[BH4-].[Na+]. (2) Given the product [Cl:1][C:2]1[C:3]([O:12][C:13]2[CH:18]=[C:17]([O:19][CH:20]([CH3:21])[CH3:22])[CH:16]=[CH:15][C:14]=2[CH2:23][CH2:24][CH2:25][CH2:26][O:27][C:29]2[CH:33]=[C:32]([CH2:34][CH2:35][C:36]([OH:38])=[O:37])[N:31]([CH3:41])[N:30]=2)=[N:4][CH:5]=[C:6]([C:8]([F:11])([F:10])[F:9])[CH:7]=1, predict the reactants needed to synthesize it. The reactants are: [Cl:1][C:2]1[C:3]([O:12][C:13]2[CH:18]=[C:17]([O:19][CH:20]([CH3:22])[CH3:21])[CH:16]=[CH:15][C:14]=2[CH2:23][CH2:24][CH2:25][CH2:26][OH:27])=[N:4][CH:5]=[C:6]([C:8]([F:11])([F:10])[F:9])[CH:7]=1.O[C:29]1[CH:33]=[C:32]([CH2:34][CH2:35][C:36]([O:38]CC)=[O:37])[N:31]([CH3:41])[N:30]=1.C(P(CCCC)CCCC)CCC.N(C(N1CCCCC1)=O)=NC(N1CCCCC1)=O.O1CCCC1CO.[OH-].[Na+].Cl. (3) The reactants are: [F:1][C:2]1([F:37])[O:6][C:5]2[CH:7]=[CH:8][C:9]([C:11]3([C:14]([NH:16][C:17]4[N:22]=[C:21]([C:23]5[C:24](C(C)(C)C)=[C:25]([CH:29]=[CH:30][CH:31]=5)[C:26]([O-:28])=[O:27])[C:20]([CH3:36])=[CH:19][CH:18]=4)=[O:15])[CH2:13][CH2:12]3)=[CH:10][C:4]=2[O:3]1.O.Cl. Given the product [F:37][C:2]1([F:1])[O:6][C:5]2[CH:7]=[CH:8][C:9]([C:11]3([C:14]([NH:16][C:17]4[N:22]=[C:21]([C:23]5[CH:24]=[C:25]([CH:29]=[CH:30][CH:31]=5)[C:26]([OH:28])=[O:27])[C:20]([CH3:36])=[CH:19][CH:18]=4)=[O:15])[CH2:13][CH2:12]3)=[CH:10][C:4]=2[O:3]1, predict the reactants needed to synthesize it. (4) Given the product [Br:1][C:2]1[CH:3]=[C:4]([C:8]([O:10][CH3:11])=[O:9])[O:5][CH:6]=1, predict the reactants needed to synthesize it. The reactants are: [Br:1][C:2]1[CH:3]=[C:4]([C:8]([O:10][CH3:11])=[O:9])[O:5][C:6]=1Br.C([Mg]Cl)(C)C.O.